This data is from Reaction yield outcomes from USPTO patents with 853,638 reactions. The task is: Predict the reaction yield, written as a fraction of the theoretical maximum amount of product (1.0 means a 100% yield; for example, 0.34 means a 34% yield). The reactants are [CH2:1]([N:3]([CH2:15][CH3:16])[CH2:4][CH2:5][CH2:6][O:7][C:8]1[CH:13]=[CH:12][C:11]([NH2:14])=[CH:10][CH:9]=1)[CH3:2].[Cl:17][C:18]1[CH:19]=[C:20]2[C:24](=[CH:25][CH:26]=1)[NH:23][C:22](=[O:27])[C:21]2=[CH:28]O. No catalyst specified. The product is [Cl:17][C:18]1[CH:19]=[C:20]2[C:24](=[CH:25][CH:26]=1)[NH:23][C:22](=[O:27])[C:21]2=[CH:28][NH:14][C:11]1[CH:10]=[CH:9][C:8]([O:7][CH2:6][CH2:5][CH2:4][N:3]([CH2:1][CH3:2])[CH2:15][CH3:16])=[CH:13][CH:12]=1. The yield is 0.460.